From a dataset of NCI-60 drug combinations with 297,098 pairs across 59 cell lines. Regression. Given two drug SMILES strings and cell line genomic features, predict the synergy score measuring deviation from expected non-interaction effect. (1) Drug 1: C1CN1C2=NC(=NC(=N2)N3CC3)N4CC4. Drug 2: C1=CC=C(C(=C1)C(C2=CC=C(C=C2)Cl)C(Cl)Cl)Cl. Cell line: 786-0. Synergy scores: CSS=45.9, Synergy_ZIP=-0.679, Synergy_Bliss=-1.08, Synergy_Loewe=-35.4, Synergy_HSA=-1.30. (2) Drug 1: CC(CN1CC(=O)NC(=O)C1)N2CC(=O)NC(=O)C2. Cell line: MDA-MB-435. Drug 2: CC1C(C(CC(O1)OC2CC(CC3=C2C(=C4C(=C3O)C(=O)C5=C(C4=O)C(=CC=C5)OC)O)(C(=O)CO)O)N)O.Cl. Synergy scores: CSS=50.2, Synergy_ZIP=-0.550, Synergy_Bliss=2.03, Synergy_Loewe=-20.1, Synergy_HSA=2.70. (3) Drug 1: C1=C(C(=O)NC(=O)N1)F. Drug 2: CCC1=C2CN3C(=CC4=C(C3=O)COC(=O)C4(CC)O)C2=NC5=C1C=C(C=C5)O. Cell line: HS 578T. Synergy scores: CSS=35.0, Synergy_ZIP=-6.80, Synergy_Bliss=-4.34, Synergy_Loewe=1.20, Synergy_HSA=1.67. (4) Drug 1: CCC1(C2=C(COC1=O)C(=O)N3CC4=CC5=C(C=CC(=C5CN(C)C)O)N=C4C3=C2)O.Cl. Drug 2: N.N.Cl[Pt+2]Cl. Cell line: HOP-92. Synergy scores: CSS=64.5, Synergy_ZIP=-8.40, Synergy_Bliss=-5.79, Synergy_Loewe=-3.65, Synergy_HSA=-0.536. (5) Drug 1: CC1=C(C(CCC1)(C)C)C=CC(=CC=CC(=CC(=O)O)C)C. Drug 2: CC1=C(N=C(N=C1N)C(CC(=O)N)NCC(C(=O)N)N)C(=O)NC(C(C2=CN=CN2)OC3C(C(C(C(O3)CO)O)O)OC4C(C(C(C(O4)CO)O)OC(=O)N)O)C(=O)NC(C)C(C(C)C(=O)NC(C(C)O)C(=O)NCCC5=NC(=CS5)C6=NC(=CS6)C(=O)NCCC[S+](C)C)O. Cell line: HS 578T. Synergy scores: CSS=30.9, Synergy_ZIP=-5.48, Synergy_Bliss=-3.15, Synergy_Loewe=2.57, Synergy_HSA=3.60. (6) Drug 1: CCCS(=O)(=O)NC1=C(C(=C(C=C1)F)C(=O)C2=CNC3=C2C=C(C=N3)C4=CC=C(C=C4)Cl)F. Drug 2: C1CCC(CC1)NC(=O)N(CCCl)N=O. Cell line: MOLT-4. Synergy scores: CSS=46.2, Synergy_ZIP=14.4, Synergy_Bliss=18.8, Synergy_Loewe=9.15, Synergy_HSA=17.1. (7) Drug 1: CN1CCC(CC1)COC2=C(C=C3C(=C2)N=CN=C3NC4=C(C=C(C=C4)Br)F)OC. Drug 2: C(CN)CNCCSP(=O)(O)O. Cell line: RPMI-8226. Synergy scores: CSS=38.0, Synergy_ZIP=33.9, Synergy_Bliss=35.7, Synergy_Loewe=30.8, Synergy_HSA=30.9.